The task is: Regression. Given a peptide amino acid sequence and an MHC pseudo amino acid sequence, predict their binding affinity value. This is MHC class II binding data.. This data is from Peptide-MHC class II binding affinity with 134,281 pairs from IEDB. (1) The peptide sequence is LGMNHVLQSIRRNYP. The MHC is DRB1_1302 with pseudo-sequence DRB1_1302. The binding affinity (normalized) is 0.181. (2) The peptide sequence is LNYMSPHHKKLAQAV. The MHC is DRB1_1301 with pseudo-sequence DRB1_1301. The binding affinity (normalized) is 0.872. (3) The binding affinity (normalized) is 0.604. The peptide sequence is GEWQIVDKIDAAFKI. The MHC is DRB1_1302 with pseudo-sequence DRB1_1302. (4) The peptide sequence is INLIGRGGDEALTGF. The MHC is DRB1_0901 with pseudo-sequence DRB1_0901. The binding affinity (normalized) is 0.434. (5) The peptide sequence is HSRNLINELSERMAG. The MHC is HLA-DQA10102-DQB10502 with pseudo-sequence HLA-DQA10102-DQB10502. The binding affinity (normalized) is 0.219. (6) The peptide sequence is ETALKKAITAMSE. The binding affinity (normalized) is 0.0550. The MHC is HLA-DPA10103-DPB10401 with pseudo-sequence HLA-DPA10103-DPB10401. (7) The peptide sequence is TATTRLVVTNLRQQA. The MHC is H-2-IAd with pseudo-sequence H-2-IAd. The binding affinity (normalized) is 0.343. (8) The peptide sequence is EPIAAYHFDLSGKAF. The MHC is DRB1_1302 with pseudo-sequence DRB1_1302. The binding affinity (normalized) is 0.309. (9) The MHC is DRB1_1302 with pseudo-sequence DRB1_1302. The binding affinity (normalized) is 0. The peptide sequence is PELGMNASHCNEMSW. (10) The peptide sequence is NSRFSSWETVCDSLD. The MHC is DRB1_0101 with pseudo-sequence DRB1_0101. The binding affinity (normalized) is 0.249.